From a dataset of Catalyst prediction with 721,799 reactions and 888 catalyst types from USPTO. Predict which catalyst facilitates the given reaction. (1) Product: [F:1][C:2]1[CH:8]=[CH:7][CH:6]=[CH:5][C:3]=1[NH:4]/[C:10](=[CH:9]/[C:15]([O:17][CH3:18])=[O:16])/[C:11]([O:13][CH3:14])=[O:12]. Reactant: [F:1][C:2]1[CH:8]=[CH:7][CH:6]=[CH:5][C:3]=1[NH2:4].[C:9]([C:15]([O:17][CH3:18])=[O:16])#[C:10][C:11]([O:13][CH3:14])=[O:12]. The catalyst class is: 5. (2) Reactant: [CH2:1]([O:8][CH2:9][C@H:10]1[C@@H:14]([CH2:15]I)OC(C)(C)[O:11]1)[C:2]1[CH:7]=[CH:6][CH:5]=[CH:4][CH:3]=1. Product: [CH2:1]([O:8][CH2:9][C@H:10]([OH:11])[CH:14]=[CH2:15])[C:2]1[CH:7]=[CH:6][CH:5]=[CH:4][CH:3]=1. The catalyst class is: 490. (3) Reactant: [Na].[NH2:2][C:3]1[CH:7]=[CH:6][NH:5][N:4]=1.[CH3:8][CH:9]([C:15](OCC)=[O:16])[C:10](OCC)=[O:11]. The catalyst class is: 8. Product: [CH3:8][C:9]1[C:15]([OH:16])=[N:2][C:3]2[N:4]([N:5]=[CH:6][CH:7]=2)[C:10]=1[OH:11]. (4) Reactant: [O:1]1[CH2:4][CH:3]([C:5]2[CH:10]=[CH:9][C:8]([NH:11]C(=O)OC(C)(C)C)=[CH:7][CH:6]=2)[CH2:2]1.C(O)(C(F)(F)F)=O.C([O-])([O-])=O.[Na+].[Na+]. Product: [O:1]1[CH2:2][CH:3]([C:5]2[CH:6]=[CH:7][C:8]([NH2:11])=[CH:9][CH:10]=2)[CH2:4]1. The catalyst class is: 2. (5) The catalyst class is: 181. Product: [NH2:29][CH2:28][CH2:27][CH2:26][CH2:25][C:24]([CH3:31])([CH3:30])[CH2:23][N:11]([S:12]([C:15]1[CH:20]=[CH:19][CH:18]=[C:17]([NH:21][CH3:22])[CH:16]=1)(=[O:14])=[O:13])[CH2:10][C@@H:9]([OH:32])[C@@H:8]([NH:33][C:34](=[O:44])[O:35][C@@H:36]1[C@H:43]2[C@H:39]([O:40][CH2:41][CH2:42]2)[O:38][CH2:37]1)[CH2:1][C:2]1[CH:3]=[CH:4][CH:5]=[CH:6][CH:7]=1. Reactant: [CH2:1]([C@H:8]([NH:33][C:34](=[O:44])[O:35][C@@H:36]1[C@H:43]2[C@H:39]([O:40][CH2:41][CH2:42]2)[O:38][CH2:37]1)[C@H:9]([OH:32])[CH2:10][N:11]([CH2:23][C:24]([CH3:31])([CH3:30])[CH2:25][CH2:26][CH2:27][C:28]#[N:29])[S:12]([C:15]1[CH:20]=[CH:19][CH:18]=[C:17]([NH:21][CH3:22])[CH:16]=1)(=[O:14])=[O:13])[C:2]1[CH:7]=[CH:6][CH:5]=[CH:4][CH:3]=1. (6) Reactant: Br[CH2:2][C:3]([O:5][CH3:6])=[O:4].C([O-])([O-])=O.[K+].[K+].[CH:13]1([N:16]2[C:24]3[C:19](=[C:20]([OH:49])[CH:21]=[C:22]([C:25]([N:27]4[CH2:32][CH2:31][C:30]5([CH2:41][C:40](=[O:42])[C:39]6[C:34](=[CH:35][CH:36]=[C:37]([C:43]7[CH:44]=[N:45][N:46]([CH3:48])[CH:47]=7)[CH:38]=6)[O:33]5)[CH2:29][CH2:28]4)=[O:26])[CH:23]=3)[CH:18]=[CH:17]2)[CH2:15][CH2:14]1. Product: [CH:13]1([N:16]2[C:24]3[C:19](=[C:20]([O:49][CH2:2][C:3]([O:5][CH3:6])=[O:4])[CH:21]=[C:22]([C:25]([N:27]4[CH2:28][CH2:29][C:30]5([CH2:41][C:40](=[O:42])[C:39]6[C:34](=[CH:35][CH:36]=[C:37]([C:43]7[CH:44]=[N:45][N:46]([CH3:48])[CH:47]=7)[CH:38]=6)[O:33]5)[CH2:31][CH2:32]4)=[O:26])[CH:23]=3)[CH:18]=[CH:17]2)[CH2:14][CH2:15]1. The catalyst class is: 31. (7) Reactant: Cl.Cl.[NH:3]1[CH2:7][CH2:6][CH:5]([NH:8][C:9]([C:11]2[CH:35]=[CH:34][C:14]3[N:15]([CH3:33])[C:16]([NH:18][C:19]4[S:20][C:21]5[CH:27]=[C:26]([O:28][C:29]([F:32])([F:31])[F:30])[CH:25]=[CH:24][C:22]=5[N:23]=4)=[N:17][C:13]=3[CH:12]=2)=[O:10])[CH2:4]1.[CH3:36][C:37]1([CH3:40])[CH2:39][O:38]1.CCN(C(C)C)C(C)C. Product: [OH:38][C:37]([CH3:40])([CH3:39])[CH2:36][N:3]1[CH2:7][CH2:6][CH:5]([NH:8][C:9]([C:11]2[CH:35]=[CH:34][C:14]3[N:15]([CH3:33])[C:16]([NH:18][C:19]4[S:20][C:21]5[CH:27]=[C:26]([O:28][C:29]([F:30])([F:31])[F:32])[CH:25]=[CH:24][C:22]=5[N:23]=4)=[N:17][C:13]=3[CH:12]=2)=[O:10])[CH2:4]1. The catalyst class is: 655. (8) Reactant: [CH2:1]([N:8]([CH2:14][CH:15]([OH:17])[CH3:16])[CH2:9][CH:10](O)[CH2:11][CH3:12])[C:2]1[CH:7]=[CH:6][CH:5]=[CH:4][CH:3]=1.C([O-])(O)=O.[Na+]. Product: [CH2:1]([N:8]1[CH2:14][CH:15]([CH3:16])[O:17][CH:10]([CH2:11][CH3:12])[CH2:9]1)[C:2]1[CH:3]=[CH:4][CH:5]=[CH:6][CH:7]=1. The catalyst class is: 65.